Predict the reaction yield, written as a fraction of the theoretical maximum amount of product (1.0 means a 100% yield; for example, 0.34 means a 34% yield). From a dataset of Reaction yield outcomes from USPTO patents with 853,638 reactions. (1) The reactants are Br[C:2]1[CH:3]=[N:4][C:5]([N:8]2[CH2:13][CH2:12][N:11]([C:14]([O:16][C:17]([CH3:20])([CH3:19])[CH3:18])=[O:15])[CH2:10][CH2:9]2)=[N:6][CH:7]=1.[F:21][C:22]1[CH:27]=[CH:26][C:25]([SH:28])=[CH:24][CH:23]=1.CC1(C)C2C(=C(P(C3C=CC=CC=3)C3C=CC=CC=3)C=CC=2)OC2C(P(C3C=CC=CC=3)C3C=CC=CC=3)=CC=CC1=2.CCN(C(C)C)C(C)C. The catalyst is O1CCOCC1.C1C=CC(/C=C/C(/C=C/C2C=CC=CC=2)=O)=CC=1.C1C=CC(/C=C/C(/C=C/C2C=CC=CC=2)=O)=CC=1.C1C=CC(/C=C/C(/C=C/C2C=CC=CC=2)=O)=CC=1.[Pd].[Pd]. The product is [F:21][C:22]1[CH:27]=[CH:26][C:25]([S:28][C:2]2[CH:3]=[N:4][C:5]([N:8]3[CH2:13][CH2:12][N:11]([C:14]([O:16][C:17]([CH3:20])([CH3:19])[CH3:18])=[O:15])[CH2:10][CH2:9]3)=[N:6][CH:7]=2)=[CH:24][CH:23]=1. The yield is 0.440. (2) The reactants are Br[C:2]1[CH:3]=[C:4]2[C:10]([C:11]([C:13]3[CH:14]=[C:15]([NH:20][C:21]([NH:23][CH2:24][CH2:25][CH2:26][CH3:27])=[O:22])[CH:16]=[CH:17][C:18]=3[F:19])=[O:12])=[CH:9][NH:8][C:5]2=[N:6][CH:7]=1.[N:28]1[CH:33]=[CH:32][CH:31]=[C:30](B(O)O)[CH:29]=1.C(#N)C. The catalyst is C(=O)([O-])[O-].[K+].[K+].O.C1C=CC([P]([Pd]([P](C2C=CC=CC=2)(C2C=CC=CC=2)C2C=CC=CC=2)([P](C2C=CC=CC=2)(C2C=CC=CC=2)C2C=CC=CC=2)[P](C2C=CC=CC=2)(C2C=CC=CC=2)C2C=CC=CC=2)(C2C=CC=CC=2)C2C=CC=CC=2)=CC=1. The product is [CH2:24]([NH:23][C:21]([NH:20][C:15]1[CH:16]=[CH:17][C:18]([F:19])=[C:13]([C:11]([C:10]2[C:4]3[C:5](=[N:6][CH:7]=[C:2]([C:30]4[CH:29]=[N:28][CH:33]=[CH:32][CH:31]=4)[CH:3]=3)[NH:8][CH:9]=2)=[O:12])[CH:14]=1)=[O:22])[CH2:25][CH2:26][CH3:27]. The yield is 0.610.